From a dataset of Full USPTO retrosynthesis dataset with 1.9M reactions from patents (1976-2016). Predict the reactants needed to synthesize the given product. Given the product [O:8]1[C:9]2[CH:15]=[CH:14][CH:13]=[CH:12][C:10]=2[N:11]=[C:7]1[O:6][CH2:5][C:4]([OH:16])=[O:3], predict the reactants needed to synthesize it. The reactants are: C([O:3][C:4](=[O:16])[CH2:5][O:6][C:7]1[O:8][C:9]2[CH:15]=[CH:14][CH:13]=[CH:12][C:10]=2[N:11]=1)C.[OH-].[Na+].